From a dataset of Catalyst prediction with 721,799 reactions and 888 catalyst types from USPTO. Predict which catalyst facilitates the given reaction. (1) Reactant: [C:1]1([S:7]([C:10]2[CH:27]=[CH:26][C:13]3[N:14]([C:18](=O)[CH2:19][N:20]4[CH:24]=[CH:23][N:22]=[CH:21]4)[CH2:15][CH2:16][O:17][C:12]=3[CH:11]=2)(=[O:9])=[O:8])[CH:6]=[CH:5][CH:4]=[CH:3][CH:2]=1. Product: [C:1]1([S:7]([C:10]2[CH:27]=[CH:26][C:13]3[N:14]([CH2:18][CH2:19][N:20]4[CH:24]=[CH:23][NH:22][CH2:21]4)[CH2:15][CH2:16][O:17][C:12]=3[CH:11]=2)(=[O:9])=[O:8])[CH:2]=[CH:3][CH:4]=[CH:5][CH:6]=1. The catalyst class is: 1. (2) Reactant: P(Br)(Br)[Br:2].[F:5][C:6]([F:22])([F:21])[O:7][C:8]1[CH:13]=[CH:12][C:11]([N:14]2[CH:18]=[C:17]([CH2:19]O)[CH:16]=[N:15]2)=[CH:10][CH:9]=1. Product: [Br:2][CH2:19][C:17]1[CH:16]=[N:15][N:14]([C:11]2[CH:12]=[CH:13][C:8]([O:7][C:6]([F:22])([F:21])[F:5])=[CH:9][CH:10]=2)[CH:18]=1. The catalyst class is: 28. (3) Reactant: [I:1][C:2]1[CH:11]=[C:10]([N+:12]([O-:14])=[O:13])[CH:9]=[CH:8][C:3]=1[C:4](OC)=[O:5].[BH4-].[Li+].O.C(OCC)(=O)C. Product: [I:1][C:2]1[CH:11]=[C:10]([N+:12]([O-:14])=[O:13])[CH:9]=[CH:8][C:3]=1[CH2:4][OH:5]. The catalyst class is: 1. (4) Reactant: [CH3:1][O:2][C:3](=[O:26])[C:4]1[CH:9]=[CH:8][C:7]([CH2:10][NH:11][CH:12]=[O:13])=[N:6][C:5]=1[NH:14][C:15]1[CH:20]=[CH:19][C:18]([Si](C)(C)C)=[CH:17][C:16]=1[F:25].[I:27]Cl. Product: [CH3:1][O:2][C:3](=[O:26])[C:4]1[CH:9]=[CH:8][C:7]([CH2:10][NH:11][CH:12]=[O:13])=[N:6][C:5]=1[NH:14][C:15]1[CH:20]=[CH:19][C:18]([I:27])=[CH:17][C:16]=1[F:25]. The catalyst class is: 2.